Dataset: Forward reaction prediction with 1.9M reactions from USPTO patents (1976-2016). Task: Predict the product of the given reaction. (1) Given the reactants [CH3:1][NH:2][C:3]1[C:4]([NH2:12])=[CH:5][C:6]([N+:9]([O-:11])=[O:10])=[CH:7][CH:8]=1.[CH:13]1([N:19]=[C:20]=S)[CH2:18][CH2:17][CH2:16][CH2:15][CH2:14]1, predict the reaction product. The product is: [CH:13]1([NH:19][C:20]2[N:2]([CH3:1])[C:3]3[CH:8]=[CH:7][C:6]([N+:9]([O-:11])=[O:10])=[CH:5][C:4]=3[N:12]=2)[CH2:18][CH2:17][CH2:16][CH2:15][CH2:14]1. (2) Given the reactants [C:1]([O:5][C:6](=[O:36])[NH:7][C@H:8]([C:12]1[CH:17]=[C:16]([C:18]2[N:22]([CH2:23][CH2:24][O:25][Si:26]([C:29]([CH3:32])([CH3:31])[CH3:30])([CH3:28])[CH3:27])[N:21]=[CH:20][C:19]=2[N+:33]([O-])=O)[CH:15]=[CH:14][N:13]=1)[CH2:9][CH:10]=[CH2:11])([CH3:4])([CH3:3])[CH3:2].C([O-])([O-])=O.[K+].[K+].O, predict the reaction product. The product is: [C:1]([O:5][C:6](=[O:36])[NH:7][C@H:8]([C:12]1[CH:17]=[C:16]([C:18]2[N:22]([CH2:23][CH2:24][O:25][Si:26]([C:29]([CH3:32])([CH3:31])[CH3:30])([CH3:28])[CH3:27])[N:21]=[CH:20][C:19]=2[NH2:33])[CH:15]=[CH:14][N:13]=1)[CH2:9][CH:10]=[CH2:11])([CH3:2])([CH3:3])[CH3:4]. (3) Given the reactants [F:1][C:2]1[CH:22]=[CH:21][C:5]([CH2:6][N:7]2[C:16](=[O:17])[C:15]3[C:10](=[CH:11][CH:12]=[C:13](I)[CH:14]=3)[N:9]([CH3:19])[C:8]2=[O:20])=[CH:4][CH:3]=1.C(NC(C)C)(C)C.[C:30]1([CH2:36][C:37]#[CH:38])[CH:35]=[CH:34][CH:33]=[CH:32][CH:31]=1.O, predict the reaction product. The product is: [F:1][C:2]1[CH:22]=[CH:21][C:5]([CH2:6][N:7]2[C:16](=[O:17])[C:15]3[C:10](=[CH:11][CH:12]=[C:13]([C:38]#[C:37][CH2:36][C:30]4[CH:35]=[CH:34][CH:33]=[CH:32][CH:31]=4)[CH:14]=3)[N:9]([CH3:19])[C:8]2=[O:20])=[CH:4][CH:3]=1. (4) The product is: [Cl:1][C:2]1[CH:10]=[C:9]2[C:5]([C:6]([C:15]([N:17]3[CH2:22][CH2:21][CH:20]([C:23]4[C:24]([O:31][CH3:32])=[CH:25][CH:26]=[CH:27][C:28]=4[O:29][CH3:30])[CH2:19][CH2:18]3)=[O:16])=[CH:7][N:8]2[CH2:11][C:12]([NH2:33])=[O:14])=[CH:4][CH:3]=1. Given the reactants [Cl:1][C:2]1[CH:10]=[C:9]2[C:5]([C:6]([C:15]([N:17]3[CH2:22][CH2:21][CH:20]([C:23]4[C:28]([O:29][CH3:30])=[CH:27][CH:26]=[CH:25][C:24]=4[O:31][CH3:32])[CH2:19][CH2:18]3)=[O:16])=[CH:7][N:8]2[CH2:11][C:12]([OH:14])=O)=[CH:4][CH:3]=1.[NH3:33], predict the reaction product. (5) Given the reactants [Br:1][C:2]1[CH:3]=[C:4]2[C:9](=[CH:10][CH:11]=1)[N:8]=[C:7]([NH2:12])[N:6]=[CH:5]2.O.[C:14]1(C)C=CC(S(O)(=O)=O)=CC=1.CN, predict the reaction product. The product is: [Br:1][C:2]1[CH:3]=[C:4]2[C:9](=[CH:10][CH:11]=1)[N:8]=[C:7]([NH:12][CH3:14])[N:6]=[CH:5]2.